From a dataset of Catalyst prediction with 721,799 reactions and 888 catalyst types from USPTO. Predict which catalyst facilitates the given reaction. (1) Reactant: [CH:1]([N:5]1[C:13]2[C:8](=[C:9]([C:33](=[O:45])[NH:34][CH2:35][C:36]3[C:41](=[O:42])[CH:40]=[C:39]([CH3:43])[NH:38][C:37]=3[CH3:44])[CH:10]=[C:11]([C:14]3[CH:15]=[CH:16][C:17]([N:20]4[CH2:25][CH2:24][N:23](C(OC(C)(C)C)=O)[CH2:22][CH2:21]4)=[N:18][CH:19]=3)[CH:12]=2)[C:7]([CH3:46])=[CH:6]1)([CH2:3][CH3:4])[CH3:2].C(=O)(O)[O-].[Na+]. Product: [CH:1]([N:5]1[C:13]2[CH:12]=[C:11]([C:14]3[CH:19]=[N:18][C:17]([N:20]4[CH2:25][CH2:24][NH:23][CH2:22][CH2:21]4)=[CH:16][CH:15]=3)[CH:10]=[C:9]([C:33]([NH:34][CH2:35][C:36]3[C:41](=[O:42])[CH:40]=[C:39]([CH3:43])[NH:38][C:37]=3[CH3:44])=[O:45])[C:8]=2[C:7]([CH3:46])=[CH:6]1)([CH2:3][CH3:4])[CH3:2]. The catalyst class is: 33. (2) Reactant: IC1C2N=C(C3C=CC(OC)=CC=3)SC=2C=C(OC)C=1.[C:21]([C:23]1[C:28]2[N:29]=[C:30]([C:32]3[CH:37]=[CH:36][C:35]([O:38]C)=[CH:34][CH:33]=3)[S:31][C:27]=2[CH:26]=[C:25]([O:40]C)[CH:24]=1)#[N:22].[Cu]C#N.Cl. Product: [C:21]([C:23]1[C:28]2[N:29]=[C:30]([C:32]3[CH:33]=[CH:34][C:35]([OH:38])=[CH:36][CH:37]=3)[S:31][C:27]=2[CH:26]=[C:25]([OH:40])[CH:24]=1)#[N:22]. The catalyst class is: 3.